From a dataset of Full USPTO retrosynthesis dataset with 1.9M reactions from patents (1976-2016). Predict the reactants needed to synthesize the given product. Given the product [C:1]([O:5][C:6]([N:8]1[C:16]2[C:11](=[CH:12][C:13]([CH3:20])=[C:14]([NH2:17])[CH:15]=2)[C:10]([C:21]2[CH:22]=[CH:23][CH:24]=[CH:25][CH:26]=2)=[N:9]1)=[O:7])([CH3:4])([CH3:2])[CH3:3], predict the reactants needed to synthesize it. The reactants are: [C:1]([O:5][C:6]([N:8]1[C:16]2[C:11](=[CH:12][C:13]([CH3:20])=[C:14]([N+:17]([O-])=O)[CH:15]=2)[C:10]([C:21]2[CH:26]=[CH:25][CH:24]=[CH:23][CH:22]=2)=[N:9]1)=[O:7])([CH3:4])([CH3:3])[CH3:2].